This data is from M1 muscarinic receptor antagonist screen with 61,756 compounds. The task is: Binary Classification. Given a drug SMILES string, predict its activity (active/inactive) in a high-throughput screening assay against a specified biological target. (1) The compound is s1c(nn2c(nnc12)Cn1c2c(nc1)cccc2)CCc1ccccc1. The result is 0 (inactive). (2) The result is 0 (inactive). The compound is o1c(C(=O)C2CC2)c(NC(=O)CCCN2C(=O)c3c(C2=O)cccc3)c2c1ccc(OC)c2. (3) The molecule is O(CC=1C2C(C(C2)CC1)(C)C)CC(O)CN1CCN(CC1)C(OCC)=O. The result is 1 (active).